Task: Predict which catalyst facilitates the given reaction.. Dataset: Catalyst prediction with 721,799 reactions and 888 catalyst types from USPTO Product: [Cl:1][C:2]1[CH:7]=[CH:6][C:5]([S:8]([N:11]([CH2:24][C:25]2[CH:32]=[CH:31][C:28]([C:29]#[N:30])=[CH:27][CH:26]=2)[C@H:12]([C:15]2[CH:16]=[CH:17][C:18]([C:21]#[N:22])=[CH:19][CH:20]=2)[CH2:13][CH3:14])(=[O:9])=[O:10])=[CH:4][CH:3]=1. The catalyst class is: 3. Reactant: [Cl:1][C:2]1[CH:7]=[CH:6][C:5]([S:8]([NH:11][C@H:12]([C:15]2[CH:20]=[CH:19][C:18]([C:21]#[N:22])=[CH:17][CH:16]=2)[CH2:13][CH3:14])(=[O:10])=[O:9])=[CH:4][CH:3]=1.Br[CH2:24][C:25]1[CH:32]=[CH:31][C:28]([C:29]#[N:30])=[CH:27][CH:26]=1.C([O-])([O-])=O.[K+].[K+].